This data is from Catalyst prediction with 721,799 reactions and 888 catalyst types from USPTO. The task is: Predict which catalyst facilitates the given reaction. (1) Reactant: [Br:1][C:2]1[CH:7]=[CH:6][C:5]([N:8]2[C:12](C(O)=O)=[C:11]([CH3:16])[N:10]=[N:9]2)=[CH:4][CH:3]=1.[CH3:17][CH:18]([OH:20])[CH3:19].C1(P(N=[N+]=[N-])(C2C=CC=CC=2)=[O:28])C=CC=CC=1.C([N:40]([CH2:43]C)CC)C. Product: [CH:18]([O:20][C:43](=[O:28])[NH:40][C:12]1[N:8]([C:5]2[CH:4]=[CH:3][C:2]([Br:1])=[CH:7][CH:6]=2)[N:9]=[N:10][C:11]=1[CH3:16])([CH3:19])[CH3:17]. The catalyst class is: 11. (2) The catalyst class is: 3. Reactant: [N+](C1C=C([N+]([O-])=O)C=CC=1[O-])([O-])=O.[NH2:14][N+:15]1[CH:20]=[CH:19][C:18]([C:21]2[CH:26]=[CH:25][CH:24]=[CH:23][CH:22]=2)=[CH:17][CH:16]=1.C([O-])([O-])=O.[K+].[K+].[C:33]([C:39]([O:41][CH3:42])=[O:40])#[C:34][C:35]([O:37][CH3:38])=[O:36]. Product: [CH3:38][O:37][C:35]([C:34]1[C:33]([C:39]([O:41][CH3:42])=[O:40])=[C:16]2[CH:17]=[C:18]([C:21]3[CH:26]=[CH:25][CH:24]=[CH:23][CH:22]=3)[CH:19]=[CH:20][N:15]2[N:14]=1)=[O:36]. (3) Product: [OH:6][C@H:5]([CH2:4][OH:3])[CH2:7][O:8][NH:9][C:10]([C:12]1[N:20]([CH3:21])[C:19]2[CH:18]=[CH:17][N:16]=[CH:15][C:14]=2[C:13]=1[NH:22][C:23]1[CH:28]=[CH:27][C:26]([I:29])=[CH:25][C:24]=1[F:30])=[O:11]. The catalyst class is: 5. Reactant: CC1(C)[O:6][C@@H:5]([CH2:7][O:8][NH:9][C:10]([C:12]2[N:20]([CH3:21])[C:19]3[CH:18]=[CH:17][N:16]=[CH:15][C:14]=3[C:13]=2[NH:22][C:23]2[CH:28]=[CH:27][C:26]([I:29])=[CH:25][C:24]=2[F:30])=[O:11])[CH2:4][O:3]1. (4) Reactant: [C:1]([O:5][C:6]([N:8]([CH2:31][CH2:32][C:33]1[CH:38]=[CH:37][CH:36]=[CH:35][N:34]=1)[C:9]1[CH:30]=[CH:29][C:12]([NH:13][C:14]([C:16]2[CH:21]=[CH:20][CH:19]=[CH:18][C:17]=2[C:22]2[CH:27]=[CH:26][C:25]([OH:28])=[CH:24][CH:23]=2)=[O:15])=[CH:11][CH:10]=1)=[O:7])([CH3:4])([CH3:3])[CH3:2].C1(P(C2C=CC=CC=2)C2C=CC=CC=2)C=CC=CC=1.N(C(OCC)=O)=NC(OCC)=O.[CH3:70][N:71]([CH3:76])[CH2:72][CH2:73][CH2:74]O. Product: [C:1]([O:5][C:6]([N:8]([CH2:31][CH2:32][C:33]1[CH:38]=[CH:37][CH:36]=[CH:35][N:34]=1)[C:9]1[CH:10]=[CH:11][C:12]([NH:13][C:14]([C:16]2[CH:21]=[CH:20][CH:19]=[CH:18][C:17]=2[C:22]2[CH:27]=[CH:26][C:25]([O:28][CH2:74][CH2:73][CH2:72][N:71]([CH3:76])[CH3:70])=[CH:24][CH:23]=2)=[O:15])=[CH:29][CH:30]=1)=[O:7])([CH3:4])([CH3:2])[CH3:3]. The catalyst class is: 7. (5) Reactant: [NH2:1][C:2]1[CH:11]=[CH:10][C:5]([C:6](OC)=[O:7])=[CH:4][C:3]=1[Cl:12].[H-].[Al+3].[Li+].[H-].[H-].[H-].NC1C(Cl)=CC(CO)=C(OC)C=1. Product: [NH2:1][C:2]1[CH:11]=[CH:10][C:5]([CH2:6][OH:7])=[CH:4][C:3]=1[Cl:12]. The catalyst class is: 7.